Task: Regression/Classification. Given a drug SMILES string, predict its absorption, distribution, metabolism, or excretion properties. Task type varies by dataset: regression for continuous measurements (e.g., permeability, clearance, half-life) or binary classification for categorical outcomes (e.g., BBB penetration, CYP inhibition). Dataset: cyp2c9_veith.. Dataset: CYP2C9 inhibition data for predicting drug metabolism from PubChem BioAssay (1) The compound is COc1ccc(Cl)cc1C(=O)Nn1cnc2ccccc2c1=O. The result is 0 (non-inhibitor). (2) The compound is Cn1cccc1C(=O)N1CCC2(CC1)CCN(c1cccc(-c3ccccc3)c1)CC2. The result is 0 (non-inhibitor). (3) The molecule is C=C1C/C(=C\C)C(=O)O[C@@H]2CCN3CC=C(COC(=O)[C@@]1(C)O)[C@H]23. The result is 0 (non-inhibitor). (4) The molecule is Cc1nc2ncnn2c(C)c1CCC(=O)Nc1ccc(S(=O)(=O)N2CCCCCC2)cc1. The result is 1 (inhibitor). (5) The molecule is O=C1OC2(c3ccc(O)cc3Oc3cc(O)ccc32)c2c1c(-c1ccccc1)c(-c1ccccc1)c(-c1ccccc1)c2-c1ccccc1. The result is 1 (inhibitor).